From a dataset of Full USPTO retrosynthesis dataset with 1.9M reactions from patents (1976-2016). Predict the reactants needed to synthesize the given product. The reactants are: [CH3:1][C:2]1[C:3]([CH2:11][C:12]([NH2:14])=O)=[C:4]2[N:9]([CH:10]=1)[CH:8]=[CH:7][CH:6]=[CH:5]2.CSC.C(OCC)(=O)C. Given the product [CH3:1][C:2]1[C:3]([CH2:11][CH2:12][NH2:14])=[C:4]2[N:9]([CH:10]=1)[CH:8]=[CH:7][CH:6]=[CH:5]2, predict the reactants needed to synthesize it.